Dataset: Catalyst prediction with 721,799 reactions and 888 catalyst types from USPTO. Task: Predict which catalyst facilitates the given reaction. (1) Reactant: [F:1][C:2]1[CH:7]=[CH:6][C:5]([C:8]2[CH2:9][C:10](=[O:14])[N:11]([CH3:13])[N:12]=2)=[CH:4][CH:3]=1.C([O-])([O-])=O.[K+].[K+].Cl[C:22]([F:27])([F:26])C([O-])=O.[Na+].N#N.[NH4+].[Cl-]. Product: [F:26][CH:22]([F:27])[O:14][C:10]1[N:11]([CH3:13])[N:12]=[C:8]([C:5]2[CH:4]=[CH:3][C:2]([F:1])=[CH:7][CH:6]=2)[CH:9]=1. The catalyst class is: 10. (2) Reactant: [Cl:1][C:2]1[CH:7]=[CH:6][C:5]([C:8]2[C:14]3[CH:15]=[CH:16][CH:17]=[CH:18][C:13]=3[NH:12][C:11](=O)[CH2:10][CH:9]=2)=[CH:4][CH:3]=1.COC1C=CC(P2(=S)SP(=S)(C3C=CC(OC)=CC=3)[S:29]2)=CC=1. Product: [Cl:1][C:2]1[CH:7]=[CH:6][C:5]([C:8]2[C:14]3[CH:15]=[CH:16][CH:17]=[CH:18][C:13]=3[NH:12][C:11](=[S:29])[CH2:10][CH:9]=2)=[CH:4][CH:3]=1. The catalyst class is: 7. (3) Product: [ClH:30].[ClH:30].[ClH:30].[CH3:29][N:27]([C:24]1[CH:23]=[CH:22][C:21]([C@H:9]2[CH2:10][NH:11][CH2:12][CH2:13][NH:8]2)=[CH:26][CH:25]=1)[CH3:28]. Reactant: C(OC([N:8]1[CH2:13][CH2:12][N:11](C(OC(C)(C)C)=O)[CH2:10][C@@H:9]1[C:21]1[CH:26]=[CH:25][C:24]([N:27]([CH3:29])[CH3:28])=[CH:23][CH:22]=1)=O)(C)(C)C.[ClH:30]. The catalyst class is: 96. (4) Reactant: [CH:1]1([N:7]2[C:12](=[O:13])[CH2:11][C:10](=[O:14])[N:9]([CH:15]3[CH2:20][CH2:19][O:18][CH2:17][CH2:16]3)[C:8]2=[O:21])[CH2:6][CH2:5][CH2:4][CH2:3][CH2:2]1.C(N(C(C)C)CC)(C)C.[N:31]([CH2:34][C:35]([O:37]CC)=[O:36])=[C:32]=[O:33]. Product: [CH:1]1([N:7]2[C:12](=[O:13])[C:11]([C:32]([NH:31][CH2:34][C:35]([OH:37])=[O:36])=[O:33])=[C:10]([OH:14])[N:9]([CH:15]3[CH2:20][CH2:19][O:18][CH2:17][CH2:16]3)[C:8]2=[O:21])[CH2:2][CH2:3][CH2:4][CH2:5][CH2:6]1. The catalyst class is: 4. (5) Reactant: [F:1][C:2]([F:42])([F:41])[C:3]1[CH:4]=[C:5]([C:13]([CH3:40])([CH3:39])[C:14]([N:16]([C:18]2[CH:19]=[N:20][C:21]([N:31]3[CH2:35][C@H:34]([OH:36])[CH2:33][C@H:32]3[CH2:37][OH:38])=[CH:22][C:23]=2[C:24]2[CH:29]=[CH:28][CH:27]=[CH:26][C:25]=2[CH3:30])[CH3:17])=[O:15])[CH:6]=[C:7]([C:9]([F:12])([F:11])[F:10])[CH:8]=1.N1C=CC=CC=1.[C:49](OC(=O)C)(=[O:51])[CH3:50]. Product: [F:42][C:2]([F:1])([F:41])[C:3]1[CH:4]=[C:5]([C:13]([CH3:39])([CH3:40])[C:14]([N:16]([CH3:17])[C:18]2[C:23]([C:24]3[CH:29]=[CH:28][CH:27]=[CH:26][C:25]=3[CH3:30])=[CH:22][C:21]([N:31]3[CH2:35][C@H:34]([OH:36])[CH2:33][C@H:32]3[CH2:37][O:38][C:49](=[O:51])[CH3:50])=[N:20][CH:19]=2)=[O:15])[CH:6]=[C:7]([C:9]([F:12])([F:10])[F:11])[CH:8]=1. The catalyst class is: 646. (6) Reactant: [C:1]([C:5]1[CH:22]=[C:21]([F:23])[CH:20]=[CH:19][C:6]=1[O:7][CH:8]1[CH2:13][CH2:12][N:11]([C:14](=[O:18])[CH2:15][C:16]#[N:17])[CH2:10][CH2:9]1)([CH3:4])([CH3:3])[CH3:2].[Cl-].[NH4+].[N-:26]=[N+:27]=[N-:28].[Na+]. Product: [C:1]([C:5]1[CH:22]=[C:21]([F:23])[CH:20]=[CH:19][C:6]=1[O:7][CH:8]1[CH2:9][CH2:10][N:11]([C:14](=[O:18])[CH2:15][C:16]2[NH:28][N:27]=[N:26][N:17]=2)[CH2:12][CH2:13]1)([CH3:4])([CH3:2])[CH3:3]. The catalyst class is: 3.